From a dataset of Catalyst prediction with 721,799 reactions and 888 catalyst types from USPTO. Predict which catalyst facilitates the given reaction. (1) Reactant: [CH3:1][O:2][C:3]1[CH:22]=[CH:21][C:6]([C:7]([CH:9]2[CH2:14][CH2:13][N:12]([C@@H:15]3[CH2:19][CH2:18][NH:17][C:16]3=[O:20])[CH2:11][CH2:10]2)=[O:8])=[CH:5][C:4]=1[CH3:23].Cl[CH2:25][C:26]1[NH:27][C:28](=[O:36])[C:29]2[CH2:35][O:34][CH2:33][CH2:32][C:30]=2[N:31]=1.[H-].[Na+]. Product: [CH3:1][O:2][C:3]1[CH:22]=[CH:21][C:6]([C:7]([CH:9]2[CH2:14][CH2:13][N:12]([C@H:15]3[CH2:19][CH2:18][N:17]([CH2:25][C:26]4[NH:27][C:28](=[O:36])[C:29]5[CH2:35][O:34][CH2:33][CH2:32][C:30]=5[N:31]=4)[C:16]3=[O:20])[CH2:11][CH2:10]2)=[O:8])=[CH:5][C:4]=1[CH3:23]. The catalyst class is: 116. (2) The catalyst class is: 3. Product: [N:4]#[C:3][CH:5]=[CH:39][C:32]1[C:30]2[O:31][CH:26]([CH2:25][O:24][S:21]([C:18]3[CH:19]=[CH:20][C:15]([CH3:14])=[CH:16][CH:17]=3)(=[O:22])=[O:23])[CH2:27][O:28][C:29]=2[CH:35]=[CH:34][C:33]=1[N+:36]([O-:38])=[O:37]. Reactant: [H-].[Na+].[C:3]([CH2:5]P(=O)(OCC)OCC)#[N:4].[CH3:14][C:15]1[CH:20]=[CH:19][C:18]([S:21]([O:24][CH2:25][C@@H:26]2[O:31][C:30]3[C:32]([CH:39]=O)=[C:33]([N+:36]([O-:38])=[O:37])[CH:34]=[CH:35][C:29]=3[O:28][CH2:27]2)(=[O:23])=[O:22])=[CH:17][CH:16]=1. (3) Product: [Cl:18][CH2:2][CH2:3][NH:4][C:5](=[O:15])[C:6]1[CH:11]=[CH:10][C:9]([N+:12]([O-:14])=[O:13])=[CH:8][CH:7]=1. Reactant: O[CH2:2][CH2:3][NH:4][C:5](=[O:15])[C:6]1[CH:11]=[CH:10][C:9]([N+:12]([O-:14])=[O:13])=[CH:8][CH:7]=1.S(Cl)([Cl:18])=O.O. The catalyst class is: 4. (4) Reactant: [CH2:1]([O:3][C:4](=[O:17])[CH2:5][CH:6]1[O:10][B:9]([OH:11])[C:8]2[CH:12]=[C:13]([OH:16])[CH:14]=[CH:15][C:7]1=2)[CH3:2].C(=O)([O-])[O-].[Cs+].[Cs+].[Cl:24][C:25]1[N:30]=[C:29](Cl)[CH:28]=[CH:27][N:26]=1. Product: [CH2:1]([O:3][C:4](=[O:17])[CH2:5][CH:6]1[O:10][B:9]([OH:11])[C:8]2[CH:12]=[C:13]([O:16][C:27]3[CH:28]=[CH:29][N:30]=[C:25]([Cl:24])[N:26]=3)[CH:14]=[CH:15][C:7]1=2)[CH3:2]. The catalyst class is: 3. (5) Reactant: O=[CH:2][C:3]1[CH:11]=[CH:10][C:8]([OH:9])=[C:5]([O:6][CH3:7])[CH:4]=1.[F:12][C:13]([F:39])([F:38])[C:14]1[CH:15]=[C:16]([CH:31]=[C:32]([C:34]([F:37])([F:36])[F:35])[CH:33]=1)[CH2:17][NH:18][C:19]([C:21]1([CH2:27][CH:28]2[CH2:30][CH2:29]2)[CH2:26][CH2:25][NH:24][CH2:23][CH2:22]1)=[O:20].C(O[BH-](OC(=O)C)OC(=O)C)(=O)C.[Na+]. Product: [F:38][C:13]([F:12])([F:39])[C:14]1[CH:15]=[C:16]([CH:31]=[C:32]([C:34]([F:37])([F:36])[F:35])[CH:33]=1)[CH2:17][NH:18][C:19]([C:21]1([CH2:27][CH:28]2[CH2:30][CH2:29]2)[CH2:22][CH2:23][N:24]([CH2:2][C:3]2[CH:11]=[CH:10][C:8]([OH:9])=[C:5]([O:6][CH3:7])[CH:4]=2)[CH2:25][CH2:26]1)=[O:20]. The catalyst class is: 124.